Dataset: CYP2D6 inhibition data for predicting drug metabolism from PubChem BioAssay. Task: Regression/Classification. Given a drug SMILES string, predict its absorption, distribution, metabolism, or excretion properties. Task type varies by dataset: regression for continuous measurements (e.g., permeability, clearance, half-life) or binary classification for categorical outcomes (e.g., BBB penetration, CYP inhibition). Dataset: cyp2d6_veith. (1) The molecule is Cc1ccc(S(=O)(=O)Oc2ccc(C3C4=C(CCCC4=O)OC4=C3C(=O)CCC4)cc2)cc1. The result is 1 (inhibitor). (2) The molecule is CCCCC[C@H](O)/C=C\[C@H]1[C@H](C/C=C\CCCC(=O)O)[C@@H](O)C[C@H]1O.COC(N)(CO)CO. The result is 0 (non-inhibitor). (3) The molecule is COc1cccc(-c2[nH]nc3c2C(c2ccsc2)C(C#N)=C(N)O3)c1. The result is 0 (non-inhibitor). (4) The molecule is Cc1cccc(C(=O)NC2CCN(C(=S)NCc3ccco3)CC2)c1. The result is 0 (non-inhibitor). (5) The drug is CCCC1(C(=O)OC)C=C2C(=C(C(C)C)C(=O)C2C)CN1. The result is 0 (non-inhibitor). (6) The compound is CS(=O)(=O)N1CCC[C@@]2(CCN(C(=O)Nc3ccccc3)C2)C1. The result is 0 (non-inhibitor).